From a dataset of Full USPTO retrosynthesis dataset with 1.9M reactions from patents (1976-2016). Predict the reactants needed to synthesize the given product. (1) Given the product [OH:21][C:18]1[CH:19]=[CH:20][C:15]([O:14][CH2:13][C:11]2[CH:10]=[C:9]([OH:29])[CH:8]=[C:7]([OH:6])[CH:12]=2)=[CH:16][CH:17]=1, predict the reactants needed to synthesize it. The reactants are: C([Si](C)(C)[O:6][C:7]1[CH:12]=[C:11]([CH2:13][O:14][C:15]2[CH:20]=[CH:19][C:18]([O:21][Si](C(C)(C)C)(C)C)=[CH:17][CH:16]=2)[CH:10]=[C:9]([O:29][Si](C(C)(C)C)(C)C)[CH:8]=1)(C)(C)C.O.O.O.[F-].C([N+](CCCC)(CCCC)CCCC)CCC.O.Cl. (2) Given the product [F:25][C:26]([F:30])([F:29])[CH2:27][NH:28][C:3]([C:5]1[N:6]=[N:7][C:8]([NH:11][CH2:12][C:13]2[C:14]([C:19]3[CH:20]=[CH:21][CH:22]=[CH:23][CH:24]=3)=[N:15][O:16][C:17]=2[CH3:18])=[CH:9][CH:10]=1)=[O:4], predict the reactants needed to synthesize it. The reactants are: CO[C:3]([C:5]1[N:6]=[N:7][C:8]([NH:11][CH2:12][C:13]2[C:14]([C:19]3[CH:24]=[CH:23][CH:22]=[CH:21][CH:20]=3)=[N:15][O:16][C:17]=2[CH3:18])=[CH:9][CH:10]=1)=[O:4].[F:25][C:26]([F:30])([F:29])[CH2:27][NH2:28]. (3) Given the product [ClH:69].[CH3:4][C:2]([N:5]([C:9]1[S:10][C:11]2[CH:17]=[C:16]([S:18][C:19]3[N:23]4[N:24]=[C:25]([N:28]5[CH2:33][CH2:32][N:31]([CH3:34])[CH2:30][CH2:29]5)[CH:26]=[CH:27][C:22]4=[N:21][N:20]=3)[CH:15]=[CH:14][C:12]=2[N:13]=1)[C:6](=[O:7])[OH:8])([CH3:1])[CH3:3], predict the reactants needed to synthesize it. The reactants are: [CH3:1][C:2]([N:5]([C:9]1[S:10][C:11]2[CH:17]=[C:16]([S:18][C:19]3[N:23]4[N:24]=[C:25]([N:28]5[CH2:33][CH2:32][N:31]([CH3:34])[CH2:30][CH2:29]5)[CH:26]=[CH:27][C:22]4=[N:21][N:20]=3)[CH:15]=[CH:14][C:12]=2[N:13]=1)[C:6](=[O:8])[O-:7])([CH3:4])[CH3:3].CC(N(C1SC2C=C(SC#N)C=CC=2N=1)C(=O)[O-])(C)C.P([O-])(O)(O)=O.[K+].SCC(C(CS)O)O.[Cl:69]C1N2N=C(N3CCN(C)CC3)C=CC2=NN=1. (4) The reactants are: Cl[C:2]1[N:7]=[C:6]([C:8]2[CH:9]=[N:10][N:11]([CH:13]([CH:17]3[CH2:19][CH2:18]3)[CH2:14][C:15]#[N:16])[CH:12]=2)[N:5]2[CH:20]=[CH:21][N:22]=[C:4]2[CH:3]=1.[O:23]1[CH2:26][CH:25]([N:27]2[CH:31]=[C:30](B3OC(C)(C)C(C)(C)O3)[CH:29]=[N:28]2)[CH2:24]1.P([O-])([O-])([O-])=O.[K+].[K+].[K+].C1(P(C2CCCCC2)C2C=CC=CC=2C2C(C(C)C)=CC(C(C)C)=CC=2C(C)C)CCCCC1. Given the product [CH:17]1([CH:13]([N:11]2[CH:12]=[C:8]([C:6]3[N:5]4[CH:20]=[CH:21][N:22]=[C:4]4[CH:3]=[C:2]([C:30]4[CH:29]=[N:28][N:27]([CH:25]5[CH2:26][O:23][CH2:24]5)[CH:31]=4)[N:7]=3)[CH:9]=[N:10]2)[CH2:14][C:15]#[N:16])[CH2:19][CH2:18]1, predict the reactants needed to synthesize it. (5) Given the product [C:15]1([N:21]2[C:33]3[CH:32]=[CH:31][C:30]([C:2]4[CH:3]=[CH:4][C:5]5[NH:6][C:7]6[C:12]([C:13]=5[CH:14]=4)=[CH:11][CH:10]=[CH:9][CH:8]=6)=[CH:29][C:28]=3[C:27]3[C:22]2=[CH:23][CH:24]=[CH:25][CH:26]=3)[CH:20]=[CH:19][CH:18]=[CH:17][CH:16]=1, predict the reactants needed to synthesize it. The reactants are: Br[C:2]1[CH:3]=[CH:4][C:5]2[NH:6][C:7]3[C:12]([C:13]=2[CH:14]=1)=[CH:11][CH:10]=[CH:9][CH:8]=3.[C:15]1([N:21]2[C:33]3[CH:32]=[CH:31][C:30](B(O)O)=[CH:29][C:28]=3[C:27]3[C:22]2=[CH:23][CH:24]=[CH:25][CH:26]=3)[CH:20]=[CH:19][CH:18]=[CH:17][CH:16]=1.COCCOC.C(=O)([O-])[O-].[K+].[K+]. (6) Given the product [CH:1]1([C:4]2[N:5]=[CH:6][C:7]([NH2:12])=[C:8]([O:10][CH3:11])[CH:9]=2)[CH2:3][CH2:2]1, predict the reactants needed to synthesize it. The reactants are: [CH:1]1([C:4]2[CH:9]=[C:8]([O:10][CH3:11])[C:7]([N+:12]([O-])=O)=[CH:6][N:5]=2)[CH2:3][CH2:2]1.CO.[BH4-].[Na+].